This data is from Reaction yield outcomes from USPTO patents with 853,638 reactions. The task is: Predict the reaction yield, written as a fraction of the theoretical maximum amount of product (1.0 means a 100% yield; for example, 0.34 means a 34% yield). The reactants are Br[C:2]1[C:6]2=[N:7][C:8]([O:13][CH3:14])=[C:9]([O:11][CH3:12])[CH:10]=[C:5]2[N:4]([C:15]([O:17][C:18]([CH3:21])([CH3:20])[CH3:19])=[O:16])[CH:3]=1.[Cl:22][C:23]1[CH:28]=[CH:27][N:26]=[C:25]2[N:29]([S:45]([C:48]3[CH:53]=[CH:52][C:51]([CH3:54])=[CH:50][CH:49]=3)(=[O:47])=[O:46])[C:30]([Sn](CCCC)(CCCC)CCCC)=[CH:31][C:24]=12.N#N. The catalyst is C1(C)C=CC=CC=1.[Cu]I.C1C=CC([P]([Pd]([P](C2C=CC=CC=2)(C2C=CC=CC=2)C2C=CC=CC=2)([P](C2C=CC=CC=2)(C2C=CC=CC=2)C2C=CC=CC=2)[P](C2C=CC=CC=2)(C2C=CC=CC=2)C2C=CC=CC=2)(C2C=CC=CC=2)C2C=CC=CC=2)=CC=1. The product is [Cl:22][C:23]1[CH:28]=[CH:27][N:26]=[C:25]2[N:29]([S:45]([C:48]3[CH:53]=[CH:52][C:51]([CH3:54])=[CH:50][CH:49]=3)(=[O:47])=[O:46])[C:30]([C:2]3[C:6]4=[N:7][C:8]([O:13][CH3:14])=[C:9]([O:11][CH3:12])[CH:10]=[C:5]4[N:4]([C:15]([O:17][C:18]([CH3:21])([CH3:20])[CH3:19])=[O:16])[CH:3]=3)=[CH:31][C:24]=12. The yield is 0.680.